From a dataset of Catalyst prediction with 721,799 reactions and 888 catalyst types from USPTO. Predict which catalyst facilitates the given reaction. (1) Reactant: [N:1]1[CH:6]=[CH:5][CH:4]=[C:3]([C:7](=O)[CH3:8])[CH:2]=1.[C:10]([CH2:12][C:13]([O:15][CH2:16][CH3:17])=[O:14])#[N:11].C1C=CC=CC=1.C([O-])(=O)C.[NH4+]. Product: [CH2:16]([O:15][C:13](=[O:14])[C:12]([C:10]#[N:11])=[C:7]([C:3]1[CH:2]=[N:1][CH:6]=[CH:5][CH:4]=1)[CH3:8])[CH3:17]. The catalyst class is: 15. (2) Reactant: [F:1][C:2]1[CH:19]=[CH:18][C:5]([C:6]([C:11]2[CH:16]=[CH:15][C:14]([F:17])=[CH:13][CH:12]=2)([OH:10])[C:7]([OH:9])=[O:8])=[CH:4][CH:3]=1.F[C:21]1C=CC(C(C(C2C=CC(F)=CC=2)=O)=O)=CC=1.[OH-].[Na+]. Product: [F:1][C:2]1[CH:19]=[CH:18][C:5]([C:6]([C:11]2[CH:16]=[CH:15][C:14]([F:17])=[CH:13][CH:12]=2)([OH:10])[C:7]([O:9][CH3:21])=[O:8])=[CH:4][CH:3]=1. The catalyst class is: 38. (3) Reactant: [OH-].[Na+].[CH:3]([CH:6]([C@H:16]1[CH2:19][C@H:18](C2C=C([N+]([O-])=O)C=CC=2C([O-])=O)[CH2:17]1)[C:7]([CH:13]([CH3:15])[CH3:14])([CH:10]([CH3:12])[CH3:11])[O:8][SiH3:9])([CH3:5])[CH3:4].CC(O)=[O:34]. Product: [CH:3]([CH:6]([C@H:16]1[CH2:17][C@H:18]([OH:34])[CH2:19]1)[C:7]([CH:10]([CH3:11])[CH3:12])([CH:13]([CH3:15])[CH3:14])[O:8][SiH3:9])([CH3:4])[CH3:5]. The catalyst class is: 12.